This data is from CYP2C9 inhibition data for predicting drug metabolism from PubChem BioAssay. The task is: Regression/Classification. Given a drug SMILES string, predict its absorption, distribution, metabolism, or excretion properties. Task type varies by dataset: regression for continuous measurements (e.g., permeability, clearance, half-life) or binary classification for categorical outcomes (e.g., BBB penetration, CYP inhibition). Dataset: cyp2c9_veith. The molecule is COC(=O)C/C=C\[C@@H](C)[C@@H](/C=N\OC[C@@H](C)[C@H](OCc1ccccc1)C(C)C)NS(=O)(=O)c1ccc(C)cc1. The result is 1 (inhibitor).